This data is from Forward reaction prediction with 1.9M reactions from USPTO patents (1976-2016). The task is: Predict the product of the given reaction. Given the reactants [F:1][C:2]1[CH:7]=[CH:6][C:5]([C:8]2[O:9][C:10]3[CH:20]=[CH:19][C:18](B(O)O)=[CH:17][C:11]=3[C:12]=2[C:13](=[O:16])[NH:14][CH3:15])=[CH:4][CH:3]=1.[O:24]=[C:25]1[CH:30]=[N:29][C:28]([C:31]([O:33][CH3:34])=[O:32])=[CH:27][NH:26]1.N1C=CC=CC=1, predict the reaction product. The product is: [F:1][C:2]1[CH:7]=[CH:6][C:5]([C:8]2[O:9][C:10]3[CH:20]=[CH:19][C:18]([N:26]4[C:25](=[O:24])[CH:30]=[N:29][C:28]([C:31]([O:33][CH3:34])=[O:32])=[CH:27]4)=[CH:17][C:11]=3[C:12]=2[C:13](=[O:16])[NH:14][CH3:15])=[CH:4][CH:3]=1.